From a dataset of NCI-60 drug combinations with 297,098 pairs across 59 cell lines. Regression. Given two drug SMILES strings and cell line genomic features, predict the synergy score measuring deviation from expected non-interaction effect. (1) Drug 1: CC1OCC2C(O1)C(C(C(O2)OC3C4COC(=O)C4C(C5=CC6=C(C=C35)OCO6)C7=CC(=C(C(=C7)OC)O)OC)O)O. Drug 2: CC1CCC2CC(C(=CC=CC=CC(CC(C(=O)C(C(C(=CC(C(=O)CC(OC(=O)C3CCCCN3C(=O)C(=O)C1(O2)O)C(C)CC4CCC(C(C4)OC)O)C)C)O)OC)C)C)C)OC. Cell line: HCT-15. Synergy scores: CSS=41.0, Synergy_ZIP=-13.8, Synergy_Bliss=-11.9, Synergy_Loewe=-7.25, Synergy_HSA=-6.22. (2) Drug 1: CC=C1C(=O)NC(C(=O)OC2CC(=O)NC(C(=O)NC(CSSCCC=C2)C(=O)N1)C(C)C)C(C)C. Drug 2: C1C(C(OC1N2C=NC3=C2NC=NCC3O)CO)O. Cell line: MCF7. Synergy scores: CSS=40.1, Synergy_ZIP=-3.68, Synergy_Bliss=-4.11, Synergy_Loewe=-59.3, Synergy_HSA=-4.35. (3) Drug 1: C1=CC=C(C=C1)NC(=O)CCCCCCC(=O)NO. Drug 2: COC1=C2C(=CC3=C1OC=C3)C=CC(=O)O2. Cell line: NCI-H522. Synergy scores: CSS=-0.558, Synergy_ZIP=0.256, Synergy_Bliss=0.901, Synergy_Loewe=-6.23, Synergy_HSA=-2.85.